This data is from Forward reaction prediction with 1.9M reactions from USPTO patents (1976-2016). The task is: Predict the product of the given reaction. Given the reactants C([O:9][CH2:10][CH2:11][O:12][CH2:13][CH2:14][N:15]1[C:23]2[C:22]([NH:24][C:25]3[CH:30]=[CH:29][C:28]([O:31][CH2:32][C:33]4[CH:38]=[CH:37][CH:36]=[C:35]([F:39])[CH:34]=4)=[C:27]([Cl:40])[CH:26]=3)=[N:21][CH:20]=[N:19][C:18]=2[CH:17]=[C:16]1[CH3:41])(=O)C1C=CC=CC=1.[OH-].[Na+].Cl, predict the reaction product. The product is: [Cl:40][C:27]1[CH:26]=[C:25]([NH:24][C:22]2[C:23]3[N:15]([CH2:14][CH2:13][O:12][CH2:11][CH2:10][OH:9])[C:16]([CH3:41])=[CH:17][C:18]=3[N:19]=[CH:20][N:21]=2)[CH:30]=[CH:29][C:28]=1[O:31][CH2:32][C:33]1[CH:38]=[CH:37][CH:36]=[C:35]([F:39])[CH:34]=1.